Dataset: Catalyst prediction with 721,799 reactions and 888 catalyst types from USPTO. Task: Predict which catalyst facilitates the given reaction. Reactant: [CH2:1]([NH:3][C:4]1[CH:9]=[CH:8][C:7]([Cl:10])=[CH:6][CH:5]=1)[CH3:2].C[Al](C)C.CO[C:17]([C@H:19]1[C:28]2[C:23](=[CH:24][CH:25]=[CH:26][CH:27]=2)[N:22]([C:29]([C:31]2[CH:36]=[CH:35][N:34]=[CH:33][CH:32]=2)=[O:30])[C@@H:21]([CH3:37])[CH2:20]1)=[O:18]. Product: [Cl:10][C:7]1[CH:8]=[CH:9][C:4]([N:3]([CH2:1][CH3:2])[C:17]([C@@H:19]2[C:28]3[C:23](=[CH:24][CH:25]=[CH:26][CH:27]=3)[N:22]([C:29]([C:31]3[CH:36]=[CH:35][N:34]=[CH:33][CH:32]=3)=[O:30])[C@@H:21]([CH3:37])[CH2:20]2)=[O:18])=[CH:5][CH:6]=1. The catalyst class is: 11.